Dataset: Full USPTO retrosynthesis dataset with 1.9M reactions from patents (1976-2016). Task: Predict the reactants needed to synthesize the given product. (1) Given the product [N+:12]([C:15]1[CH:16]=[CH:17][C:18]([C:19]([NH:6][C:5]2[CH:7]=[CH:8][CH:9]=[C:3]([C:2]([F:10])([F:11])[F:1])[CH:4]=2)=[O:20])=[CH:22][CH:23]=1)([O-:14])=[O:13], predict the reactants needed to synthesize it. The reactants are: [F:1][C:2]([F:11])([F:10])[C:3]1[CH:4]=[C:5]([CH:7]=[CH:8][CH:9]=1)[NH2:6].[N+:12]([C:15]1[CH:23]=[CH:22][C:18]([C:19](Cl)=[O:20])=[CH:17][CH:16]=1)([O-:14])=[O:13]. (2) Given the product [F:21][C:22]1[CH:23]=[CH:24][C:25]([NH:28][C:29]([C:31]2[C:35]([NH:36][C:3](=[O:18])[C:4]3[CH:9]=[CH:8][CH:7]=[CH:6][C:5]=3[O:10][CH2:11][CH2:12][N:13]3[CH2:14][CH2:15][CH2:16][CH2:17]3)=[CH:34][NH:33][N:32]=2)=[O:30])=[CH:26][CH:27]=1, predict the reactants needed to synthesize it. The reactants are: CO[C:3](=[O:18])[C:4]1[CH:9]=[CH:8][CH:7]=[CH:6][C:5]=1[O:10][CH2:11][CH2:12][N:13]1[CH2:17][CH2:16][CH2:15][CH2:14]1.[OH-].[Na+].[F:21][C:22]1[CH:27]=[CH:26][C:25]([NH:28][C:29]([C:31]2[C:35]([NH2:36])=[CH:34][NH:33][N:32]=2)=[O:30])=[CH:24][CH:23]=1.C(Cl)CCl.C1C=CC2N(O)N=NC=2C=1.